This data is from Reaction yield outcomes from USPTO patents with 853,638 reactions. The task is: Predict the reaction yield, written as a fraction of the theoretical maximum amount of product (1.0 means a 100% yield; for example, 0.34 means a 34% yield). (1) The reactants are [Cl:1][C:2]1[CH:12]=[CH:11][CH:10]=[CH:9][C:3]=1[C@@H:4]([OH:8])[C:5]([OH:7])=[O:6].P(=O)(Cl)(Cl)Cl.[CH3:18]O. No catalyst specified. The product is [Cl:1][C:2]1[CH:12]=[CH:11][CH:10]=[CH:9][C:3]=1[C@@H:4]([OH:8])[C:5]([O:7][CH3:18])=[O:6]. The yield is 0.950. (2) The reactants are C(OC(=O)[NH:7][CH2:8][CH2:9][N:10]([CH:20]([C:24]1[N:25]([CH2:35][C:36]2[CH:41]=[CH:40][CH:39]=[CH:38][CH:37]=2)[C:26](=[O:34])[C:27]2[C:32]([CH3:33])=[N:31][S:30][C:28]=2[N:29]=1)[CH:21]([CH3:23])[CH3:22])[C:11](=[O:19])[C:12]1[CH:17]=[CH:16][C:15]([Br:18])=[CH:14][CH:13]=1)(C)(C)C.[ClH:43]. The catalyst is O1CCOCC1. The product is [ClH:43].[NH2:7][CH2:8][CH2:9][N:10]([CH:20]([C:24]1[N:25]([CH2:35][C:36]2[CH:41]=[CH:40][CH:39]=[CH:38][CH:37]=2)[C:26](=[O:34])[C:27]2[C:32]([CH3:33])=[N:31][S:30][C:28]=2[N:29]=1)[CH:21]([CH3:23])[CH3:22])[C:11](=[O:19])[C:12]1[CH:17]=[CH:16][C:15]([Br:18])=[CH:14][CH:13]=1. The yield is 0.960. (3) The reactants are [Cl:1][C:2]1[C:3]([N:10]2[CH2:15][CH2:14][O:13][CH2:12][CH2:11]2)=[C:4]([CH:7]=[CH:8][CH:9]=1)[CH:5]=O.[N:16]1([C:22]([O:24][C:25]([CH3:28])([CH3:27])[CH3:26])=[O:23])[CH2:21][CH2:20][NH:19][CH2:18][CH2:17]1.ClCCCl.C(O[BH-](OC(=O)C)OC(=O)C)(=O)C.[Na+]. The catalyst is O. The product is [Cl:1][C:2]1[C:3]([N:10]2[CH2:15][CH2:14][O:13][CH2:12][CH2:11]2)=[C:4]([CH2:5][N:19]2[CH2:18][CH2:17][N:16]([C:22]([O:24][C:25]([CH3:28])([CH3:27])[CH3:26])=[O:23])[CH2:21][CH2:20]2)[CH:7]=[CH:8][CH:9]=1. The yield is 0.340. (4) The reactants are [CH3:1][C:2]1[CH:3]=[C:4]([NH2:9])[C:5]([NH2:8])=[CH:6][CH:7]=1.[CH:10]([CH:12]=O)=O. The catalyst is C(O)(C)C. The product is [CH3:1][C:2]1[CH:3]=[C:4]2[C:5](=[CH:6][CH:7]=1)[N:8]=[CH:12][CH:10]=[N:9]2. The yield is 0.930. (5) The reactants are C([O:3][C:4]([C:6]1[N:11]=[C:10]2[N:12]([CH2:15][C:16]3[C:17]([F:27])=[C:18]4[C:23](=[CH:24][C:25]=3[F:26])[N:22]=[CH:21][CH:20]=[CH:19]4)[N:13]=[N:14][C:9]2=[N:8][CH:7]=1)=[CH2:5])C. The catalyst is C(O)(=O)C.Cl. The product is [F:27][C:17]1[C:16]([CH2:15][N:12]2[C:10]3=[N:11][C:6]([C:4](=[O:3])[CH3:5])=[CH:7][N:8]=[C:9]3[N:14]=[N:13]2)=[C:25]([F:26])[CH:24]=[C:23]2[C:18]=1[CH:19]=[CH:20][CH:21]=[N:22]2. The yield is 0.630. (6) The reactants are [OH:1][CH2:2][CH:3]1[CH2:6][N:5]([C:7]([O:9][C:10]([CH3:13])([CH3:12])[CH3:11])=[O:8])[CH2:4]1.[Br:14][C:15]1[CH:20]=[CH:19][C:18](O)=[CH:17][CH:16]=1.C1(P(C2C=CC=CC=2)C2C=CC=CC=2)C=CC=CC=1.CC(OC(/N=N/C(OC(C)C)=O)=O)C. The catalyst is C1COCC1. The product is [Br:14][C:15]1[CH:20]=[CH:19][C:18]([O:1][CH2:2][CH:3]2[CH2:6][N:5]([C:7]([O:9][C:10]([CH3:13])([CH3:12])[CH3:11])=[O:8])[CH2:4]2)=[CH:17][CH:16]=1. The yield is 0.840. (7) The reactants are [CH2:1]([O:8][C:9]([N:11]([CH2:17][CH:18]1[NH:23][CH2:22][CH:21]([C:24]([O:26][CH3:27])=[O:25])[CH2:20][CH2:19]1)[CH2:12][C:13](OC)=[O:14])=[O:10])[C:2]1[CH:7]=[CH:6][CH:5]=[CH:4][CH:3]=1. The catalyst is CO. The product is [O:14]=[C:13]1[N:23]2[CH2:22][C@H:21]([C:24]([O:26][CH3:27])=[O:25])[CH2:20][CH2:19][C@H:18]2[CH2:17][N:11]([C:9]([O:8][CH2:1][C:2]2[CH:7]=[CH:6][CH:5]=[CH:4][CH:3]=2)=[O:10])[CH2:12]1. The yield is 0.300. (8) The product is [OH:12][C:7]1[CH:8]=[C:9]2[C:4](=[CH:5][CH:6]=1)[CH:3]=[C:2]([C:40]1[C:48]3[C:43](=[CH:44][CH:45]=[C:46]([C:49]#[N:50])[CH:47]=3)[N:42]([CH:51]3[CH2:56][CH2:55][CH2:54][CH2:53][O:52]3)[N:41]=1)[CH:11]=[CH:10]2. The reactants are Br[C:2]1[CH:11]=[CH:10][C:9]2[C:4](=[CH:5][CH:6]=[C:7]([OH:12])[CH:8]=2)[CH:3]=1.B1(B2OC(C)(C)C(C)(C)O2)OC(C)(C)C(C)(C)O1.ClCCl.C([O-])(=O)C.[K+].Br[C:40]1[C:48]2[C:43](=[CH:44][CH:45]=[C:46]([C:49]#[N:50])[CH:47]=2)[N:42]([CH:51]2[CH2:56][CH2:55][CH2:54][CH2:53][O:52]2)[N:41]=1.P([O-])([O-])([O-])=O.[K+].[K+].[K+]. The yield is 0.540. The catalyst is CN(C=O)C. (9) The reactants are [CH3:1][S:2][C:3]1[N:8]=[C:7]([C:9]#[C:10][C:11]2[CH:16]=[CH:15][N:14]=[C:13]([S:17][CH3:18])[N:12]=2)[CH:6]=[CH:5][N:4]=1.[I-].[NH2:20][N+:21]1[CH:26]=[CH:25][CH:24]=[CH:23][CH:22]=1. The catalyst is C(#N)C. The product is [CH3:1][S:2][C:3]1[N:8]=[C:7]([C:9]2[C:10]([C:11]3[CH:16]=[CH:15][N:14]=[C:13]([S:17][CH3:18])[N:12]=3)=[C:22]3[CH:23]=[CH:24][CH:25]=[CH:26][N:21]3[N:20]=2)[CH:6]=[CH:5][N:4]=1. The yield is 0.710. (10) The reactants are [C:1]([C:5]1[N:10]=[C:9]([Cl:11])[C:8]([C:12]([OH:14])=O)=[CH:7][C:6]=1[I:15])([CH3:4])([CH3:3])[CH3:2].C1N=CN(C(N2C=NC=C2)=O)C=1.[NH2:28][C:29]1[N:34]=[C:33]([S:35]([NH2:38])(=[O:37])=[O:36])[CH:32]=[CH:31][CH:30]=1.[H-].[Na+].CC(O)=O. The catalyst is CN(C=O)C. The product is [NH2:28][C:29]1[N:34]=[C:33]([S:35]([NH:38][C:12]([C:8]2[C:9]([Cl:11])=[N:10][C:5]([C:1]([CH3:2])([CH3:3])[CH3:4])=[C:6]([I:15])[CH:7]=2)=[O:14])(=[O:37])=[O:36])[CH:32]=[CH:31][CH:30]=1. The yield is 0.920.